From a dataset of Experimentally validated miRNA-target interactions with 360,000+ pairs, plus equal number of negative samples. Binary Classification. Given a miRNA mature sequence and a target amino acid sequence, predict their likelihood of interaction. (1) Result: 1 (interaction). The miRNA is hsa-miR-4768-3p with sequence CCAGGAGAUCCAGAGAGAAU. The protein sequence of the target gene is MLASSSRIRAAWTRALLLPLLLAGPVGCLSRQELFPFGPGQGDLELEDGDDFVSPALELSGALRFYDRSDIDAVYVTTNGIIATSEPPAKESHPGLFPPTFGAVAPFLADLDTTDGLGKVYYREDLSPSITQRAAECVHRGFPEISFQPSSAVVVTWESVAPYQGPSRDPDQKGKRNTFQAVLASSDSSSYAIFLYPEDGLQFHTTFSKKENNQVPAVVAFSQGSVGFLWKSNGAYNIFANDRESVENLAKSSNSGQQGVWVFEIGSPATTNGVVPADVILGTEDGAEYDDEDEDYDLAT.... (2) The miRNA is rno-miR-485-5p with sequence AGAGGCUGGCCGUGAUGAAUUC. The protein sequence of the target gene is MYAVYKQAHPPTGLEFSMYCNFFNNSERNLVVAGTSQLYVYRLNRDAEALTKNDRSTEGKAHREKLELAASFSFFGNVMSMASVQLAGAKRDALLLSFKDAKLSVVEYDPGTHDLKTLSLHYFEEPELRDGFVQNVHTPRVRVDPDGRCAAMLVYGTRLVVLPFRRESLAEEHEGLVGEGQRSSFLPSYIIDVRALDEKLLNIIDLQFLHGYYEPTLLILFEPNQTWPGRVAVRQDTCSIVAISLNITQKVHPVIWSLTSLPFDCTQALAVPKPIGGVVVFAVNSLLYLNQSVPPYGVAL.... Result: 0 (no interaction). (3) The miRNA is mmu-miR-30e-5p with sequence UGUAAACAUCCUUGACUGGAAG. The protein sequence of the target gene is MPFYRRTVVPQRLCPRNPPQPLAELRDVSHLAALSLLRQLADLCGHSLALLEDLEGHLLALGRRTDSLYRRTVRLRRRLPCRLLGPEDDEELLAAANSGRENATATAHSRSSWRQPVNVFLSSGRPPSVEELLREAQLNLQSLLQEEYEEQYSEARLLGQTFRSSDGAPEPTPSPRPQSAKRLEFVLMPAKRQLSEDETTTQGVRAPEACLSLSTANKQSAWNDPFPLPILKERLWLQPCSTQSDLVPINISGQQFDRHASFRHSLFNTETAVNPKSTLRRRRTIIGFSNFSQRDQGHSS.... Result: 1 (interaction). (4) The miRNA is hsa-miR-301a-3p with sequence CAGUGCAAUAGUAUUGUCAAAGC. The protein sequence of the target gene is MATAPYNYSYIFKYIIIGDMGVGKSCLLHQFTEKKFMADCPHTIGVEFGTRIIEVSGQKIKLQIWDTAGQERFRAVTRSYYRGAAGALMVYDITRRSTYNHLSSWLTDARNLTNPNTVIILIGNKADLEAQRDVTYEEAKQFAEENGLLFLEASAKTGENVEDAFLEAAKKIYQNIQDGSLDLNAAESGVQHKPSAPQGGRLTSEPQPQREGCGC. Result: 1 (interaction). (5) The miRNA is cel-miR-799 with sequence UGAACCCUGAUAAAGCUAGUGG. The protein sequence of the target gene is MEMSAQRLASNRTSPQSPSNSDYTWEYEYYEIGPVSFEGLKAHKYSIVIGFWVGLAVFVIFMFFVLTLLTKTGAPHQDNAESSERRFRMNSFVSDFGKPLESDKVFSRQGNEESRSLFHCYINEVEHLDRVKVCHQTTAIDSDVHLQEASRSSGRPEEELARFMKFDIPNFVNTEQSSFGEDDLLISEAPVLLENKPVSQTSRIDLD. Result: 0 (no interaction).